Dataset: Retrosynthesis with 50K atom-mapped reactions and 10 reaction types from USPTO. Task: Predict the reactants needed to synthesize the given product. (1) Given the product Cc1ccc(N=C2SC(Cc3cccc(C(F)(F)F)c3)C(=O)N2C)cc1, predict the reactants needed to synthesize it. The reactants are: CI.Cc1ccc(N=C2NC(=O)C(Cc3cccc(C(F)(F)F)c3)S2)cc1. (2) Given the product OCc1cccn1NCc1ccncc1F, predict the reactants needed to synthesize it. The reactants are: O=Cc1cccn1NCc1ccncc1F. (3) Given the product O=C(Nc1ccc(Cl)c(C(F)(F)F)c1)Nc1ccc(OCc2ccccc2)cc1O, predict the reactants needed to synthesize it. The reactants are: Nc1ccc(OCc2ccccc2)cc1O.O=C=Nc1ccc(Cl)c(C(F)(F)F)c1.